Regression. Given two drug SMILES strings and cell line genomic features, predict the synergy score measuring deviation from expected non-interaction effect. From a dataset of NCI-60 drug combinations with 297,098 pairs across 59 cell lines. (1) Drug 1: C1CC(=O)NC(=O)C1N2CC3=C(C2=O)C=CC=C3N. Drug 2: CC1=C2C(C(=O)C3(C(CC4C(C3C(C(C2(C)C)(CC1OC(=O)C(C(C5=CC=CC=C5)NC(=O)OC(C)(C)C)O)O)OC(=O)C6=CC=CC=C6)(CO4)OC(=O)C)O)C)O. Cell line: NCI-H322M. Synergy scores: CSS=28.1, Synergy_ZIP=-3.79, Synergy_Bliss=1.79, Synergy_Loewe=-10.9, Synergy_HSA=3.08. (2) Drug 1: CC12CCC(CC1=CCC3C2CCC4(C3CC=C4C5=CN=CC=C5)C)O. Drug 2: CC(C1=C(C=CC(=C1Cl)F)Cl)OC2=C(N=CC(=C2)C3=CN(N=C3)C4CCNCC4)N. Cell line: A549. Synergy scores: CSS=27.1, Synergy_ZIP=-2.74, Synergy_Bliss=5.93, Synergy_Loewe=0.559, Synergy_HSA=5.03. (3) Drug 1: C1=NC2=C(N=C(N=C2N1C3C(C(C(O3)CO)O)F)Cl)N. Drug 2: CC1CCCC2(C(O2)CC(NC(=O)CC(C(C(=O)C(C1O)C)(C)C)O)C(=CC3=CSC(=N3)C)C)C. Cell line: HOP-92. Synergy scores: CSS=26.6, Synergy_ZIP=-6.59, Synergy_Bliss=-3.23, Synergy_Loewe=-0.871, Synergy_HSA=1.99. (4) Drug 1: C1CC(=O)NC(=O)C1N2CC3=C(C2=O)C=CC=C3N. Drug 2: CCC1=CC2CC(C3=C(CN(C2)C1)C4=CC=CC=C4N3)(C5=C(C=C6C(=C5)C78CCN9C7C(C=CC9)(C(C(C8N6C)(C(=O)OC)O)OC(=O)C)CC)OC)C(=O)OC.C(C(C(=O)O)O)(C(=O)O)O. Cell line: HL-60(TB). Synergy scores: CSS=30.1, Synergy_ZIP=-3.50, Synergy_Bliss=-12.1, Synergy_Loewe=-57.9, Synergy_HSA=-10.4. (5) Drug 1: CC1OCC2C(O1)C(C(C(O2)OC3C4COC(=O)C4C(C5=CC6=C(C=C35)OCO6)C7=CC(=C(C(=C7)OC)O)OC)O)O. Drug 2: CS(=O)(=O)CCNCC1=CC=C(O1)C2=CC3=C(C=C2)N=CN=C3NC4=CC(=C(C=C4)OCC5=CC(=CC=C5)F)Cl. Cell line: EKVX. Synergy scores: CSS=14.2, Synergy_ZIP=0.832, Synergy_Bliss=3.54, Synergy_Loewe=0.0424, Synergy_HSA=5.44.